Predict the reactants needed to synthesize the given product. From a dataset of Full USPTO retrosynthesis dataset with 1.9M reactions from patents (1976-2016). (1) Given the product [F:12][C:13]1[CH:19]=[C:18]([N+:20]([O-:22])=[O:21])[CH:17]=[CH:16][C:14]=1[NH:15][C:2]1[C:3]2[C:10]([CH3:11])=[CH:9][NH:8][C:4]=2[N:5]=[CH:6][CH:7]=1, predict the reactants needed to synthesize it. The reactants are: Cl[C:2]1[CH:7]=[CH:6][N:5]=[C:4]2[NH:8][CH:9]=[C:10]([CH3:11])[C:3]=12.[F:12][C:13]1[CH:19]=[C:18]([N+:20]([O-:22])=[O:21])[CH:17]=[CH:16][C:14]=1[NH2:15].C1(P(C2CCCCC2)C2C=CC=CC=2C2C(C(C)C)=CC(C(C)C)=CC=2C(C)C)CCCCC1.C(=O)([O-])[O-].[K+].[K+]. (2) The reactants are: [H-].[Na+].[NH:3]1[CH:7]=[CH:6][CH:5]=[N:4]1.[Br:8][C:9]1[CH:10]=[C:11](F)[C:12]([N+:16]([O-:18])=[O:17])=[C:13]([F:15])[CH:14]=1. Given the product [Br:8][C:9]1[CH:14]=[C:13]([F:15])[C:12]([N+:16]([O-:18])=[O:17])=[C:11]([N:3]2[CH:7]=[CH:6][CH:5]=[N:4]2)[CH:10]=1, predict the reactants needed to synthesize it.